From a dataset of hERG potassium channel inhibition data for cardiac toxicity prediction from Karim et al.. Regression/Classification. Given a drug SMILES string, predict its toxicity properties. Task type varies by dataset: regression for continuous values (e.g., LD50, hERG inhibition percentage) or binary classification for toxic/non-toxic outcomes (e.g., AMES mutagenicity, cardiotoxicity, hepatotoxicity). Dataset: herg_karim. The compound is CNC1CN(c2nc(N)nc3cc(C4CCCC4)ccc23)C1. The result is 1 (blocker).